Dataset: Reaction yield outcomes from USPTO patents with 853,638 reactions. Task: Predict the reaction yield, written as a fraction of the theoretical maximum amount of product (1.0 means a 100% yield; for example, 0.34 means a 34% yield). (1) The reactants are [C:1]1([CH2:7][C:8]([O:10][CH2:11][CH3:12])=[O:9])[CH:6]=[CH:5][CH:4]=[CH:3][CH:2]=1.[Li+].[CH3:14]C([N-]C(C)C)C.CI.[Br:23][CH2:24][CH2:25][CH2:26]Br.[NH4+].[Cl-].Cl. The catalyst is C1COCC1.CN1C(=O)N(C)CCC1. The product is [Br:23][CH2:24][CH2:25][CH2:26][C:7]([CH3:14])([C:1]1[CH:6]=[CH:5][CH:4]=[CH:3][CH:2]=1)[C:8]([O:10][CH2:11][CH3:12])=[O:9]. The yield is 0.590. (2) The reactants are CS(O[C@@H:6]([C:8]1[CH:13]=[CH:12][CH:11]=[CH:10][N:9]=1)[CH3:7])(=O)=O.C(N(CC)C(C)C)(C)C.[N:23]1([C:29]([O:31][C:32]([CH3:35])([CH3:34])[CH3:33])=[O:30])[CH2:28][CH2:27][NH:26][CH2:25][CH2:24]1. The catalyst is CS(C)=O.O. The product is [N:9]1[CH:10]=[CH:11][CH:12]=[CH:13][C:8]=1[C@@H:6]([N:26]1[CH2:25][CH2:24][N:23]([C:29]([O:31][C:32]([CH3:35])([CH3:34])[CH3:33])=[O:30])[CH2:28][CH2:27]1)[CH3:7]. The yield is 0.750. (3) The catalyst is [Cu]I.C(OCC)(=O)C.C1(C)C=CC=CC=1. The reactants are [C:1]([NH2:4])(=[O:3])[CH3:2].[O-]P([O-])([O-])=O.[K+].[K+].[K+].CN[C@@H:15]1[CH2:20][CH2:19][CH2:18][CH2:17][C@H:16]1NC.IC1C=CC=CC=1.CCCCCCCCCCCC. The yield is 1.00. The product is [C:15]1([NH:4][C:1](=[O:3])[CH3:2])[CH:20]=[CH:19][CH:18]=[CH:17][CH:16]=1. (4) The reactants are [OH:1][C@:2]1([C:13]2[S:14][C:15]([C:18]3[CH:23]=[C:22]([NH:24][C:25]4[N:30]=[C:29]([C:31]([F:34])([F:33])[F:32])[CH:28]=[CH:27][N:26]=4)[CH:21]=[C:20]([CH3:35])[CH:19]=3)=[CH:16][N:17]=2)[CH2:7][CH2:6][C@H:5]([C:8]([OH:10])=O)[C:4]([CH3:12])([CH3:11])[CH2:3]1.[NH2:36][CH2:37][CH2:38][CH2:39][N:40]1[CH2:44][CH2:43][CH2:42][C:41]1=[O:45].C(Cl)CCl.C1C=CC2N(O)N=NC=2C=1.C(N(CC)CC)C. The catalyst is CN(C)C=O. The product is [OH:1][C@:2]1([C:13]2[S:14][C:15]([C:18]3[CH:23]=[C:22]([NH:24][C:25]4[N:30]=[C:29]([C:31]([F:32])([F:33])[F:34])[CH:28]=[CH:27][N:26]=4)[CH:21]=[C:20]([CH3:35])[CH:19]=3)=[CH:16][N:17]=2)[CH2:7][CH2:6][C@H:5]([C:8]([NH:36][CH2:37][CH2:38][CH2:39][N:40]2[CH2:44][CH2:43][CH2:42][C:41]2=[O:45])=[O:10])[C:4]([CH3:12])([CH3:11])[CH2:3]1. The yield is 0.760. (5) The yield is 0.630. The catalyst is CN(C=O)C. The reactants are [CH3:1][NH:2][C@H:3]([CH3:33])[CH2:4][O:5][C:6]1[CH:15]=[CH:14][CH:13]=[C:12]2[C:7]=1[C:8]([NH:16][C:17]1[CH:18]=[C:19]3[C:23](=[CH:24][CH:25]=1)[N:22]([CH2:26][C:27]1[CH:32]=[CH:31][CH:30]=[CH:29][N:28]=1)[N:21]=[CH:20]3)=[N:9][CH:10]=[N:11]2.[C:34]([OH:38])(=O)[CH2:35][OH:36].C(N(C(C)C)CC)(C)C.CN(C(ON1N=NC2C=CC=NC1=2)=[N+](C)C)C.F[P-](F)(F)(F)(F)F. The product is [OH:36][CH2:35][C:34]([N:2]([CH3:1])[C@H:3]([CH3:33])[CH2:4][O:5][C:6]1[CH:15]=[CH:14][CH:13]=[C:12]2[C:7]=1[C:8]([NH:16][C:17]1[CH:18]=[C:19]3[C:23](=[CH:24][CH:25]=1)[N:22]([CH2:26][C:27]1[CH:32]=[CH:31][CH:30]=[CH:29][N:28]=1)[N:21]=[CH:20]3)=[N:9][CH:10]=[N:11]2)=[O:38]. (6) The reactants are C[C:2]1(C)[O:6][C:5](=[CH:7][C:8]([N:10]([CH2:13][C:14]2[CH:19]=[CH:18][C:17]([F:20])=[CH:16][CH:15]=2)[O:11][CH3:12])=[O:9])[C:4](=[O:21])[O:3]1.C[O-].[Na+]. The catalyst is CO. The product is [CH3:2][O:3][C:4](=[O:21])[C:5]([OH:6])=[CH:7][C:8](=[O:9])[N:10]([CH2:13][C:14]1[CH:15]=[CH:16][C:17]([F:20])=[CH:18][CH:19]=1)[O:11][CH3:12]. The yield is 0.950.